Regression. Given two drug SMILES strings and cell line genomic features, predict the synergy score measuring deviation from expected non-interaction effect. From a dataset of NCI-60 drug combinations with 297,098 pairs across 59 cell lines. Drug 1: C1C(C(OC1N2C=C(C(=O)NC2=O)F)CO)O. Drug 2: CC1=C(C(CCC1)(C)C)C=CC(=CC=CC(=CC(=O)O)C)C. Cell line: SF-539. Synergy scores: CSS=36.5, Synergy_ZIP=4.43, Synergy_Bliss=5.68, Synergy_Loewe=5.92, Synergy_HSA=8.26.